Dataset: Forward reaction prediction with 1.9M reactions from USPTO patents (1976-2016). Task: Predict the product of the given reaction. (1) Given the reactants [F:1][C:2]1[C:3]([O:24][C@H:25]2[C@@H:29]([OH:30])[CH2:28][O:27][CH2:26]2)=[C:4]([CH:18]=[C:19]([N+:21]([O-:23])=[O:22])[CH:20]=1)[CH2:5][N:6]([CH3:17])[C:7](=[O:16])[O:8][CH2:9][C:10]1[CH:15]=[CH:14][CH:13]=[CH:12][CH:11]=1.[Si:31](Cl)([C:34]([CH3:37])([CH3:36])[CH3:35])([CH3:33])[CH3:32].N1C=CN=C1, predict the reaction product. The product is: [Si:31]([O:30][C@H:29]1[CH2:28][O:27][CH2:26][C@H:25]1[O:24][C:3]1[C:2]([F:1])=[CH:20][C:19]([N+:21]([O-:23])=[O:22])=[CH:18][C:4]=1[CH2:5][N:6]([CH3:17])[C:7](=[O:16])[O:8][CH2:9][C:10]1[CH:15]=[CH:14][CH:13]=[CH:12][CH:11]=1)([C:34]([CH3:37])([CH3:36])[CH3:35])([CH3:33])[CH3:32]. (2) Given the reactants CN1[CH2:7][CH2:6][N:5]([C:8]([O:10][CH2:11][CH:12]=[C:13]([CH3:30])[CH2:14][CH2:15][CH:16]=[C:17]([CH3:29])[CH2:18][CH2:19][CH:20]=[C:21]([CH3:28])[CH2:22][CH2:23][CH:24]=[C:25]([CH3:27])[CH3:26])=[O:9])CC1.C(C/C(/C)=C/CC/C(/C)=C/CO)/C=C(/CCC=C(C)C)\C.[NH2:52][C:53]1[CH:58]=[CH:57]C=CN=1.C1N=CN(C(N2C=NC=C2)=O)C=1, predict the reaction product. The product is: [N:52]1[CH:53]=[CH:58][CH:57]=[CH:7][C:6]=1[NH:5][C:8](=[O:9])[O:10][CH2:11]/[CH:12]=[C:13](\[CH3:30])/[CH2:14][CH2:15]/[CH:16]=[C:17](\[CH3:29])/[CH2:18][CH2:19]/[CH:20]=[C:21](\[CH3:28])/[CH2:22][CH2:23][CH:24]=[C:25]([CH3:26])[CH3:27]. (3) Given the reactants Br[C:2]1[CH:7]=[CH:6][C:5]([S:8]([C:11]2[CH:12]=[CH:13][C:14]([CH3:27])=[C:15]([S:17]([NH:20][CH:21]3[CH2:26][CH2:25][O:24][CH2:23][CH2:22]3)(=[O:19])=[O:18])[CH:16]=2)(=[O:10])=[O:9])=[CH:4][CH:3]=1.C([Sn](CCCC)(CCCC)[C:33]([O:35]CC)=[CH2:34])CCC, predict the reaction product. The product is: [C:33]([C:2]1[CH:3]=[CH:4][C:5]([S:8]([C:11]2[CH:12]=[CH:13][C:14]([CH3:27])=[C:15]([S:17]([NH:20][CH:21]3[CH2:26][CH2:25][O:24][CH2:23][CH2:22]3)(=[O:18])=[O:19])[CH:16]=2)(=[O:10])=[O:9])=[CH:6][CH:7]=1)(=[O:35])[CH3:34]. (4) Given the reactants Cl[C:2]1[CH:3]=[C:4]([C:9]2[N:13]3[C:14]4[N:22]=[C:21]([O:23][CH3:24])[CH:20]=[CH:19][C:15]=4[N:16]=[C:17]([CH3:18])[C:12]3=[C:11]([CH3:25])[N:10]=2)C=C(Cl)[CH:7]=1.[S:26]1C=CC=C1B(O)O.C([O-])([O-])=O.[K+].[K+], predict the reaction product. The product is: [CH3:24][O:23][C:21]1[CH:20]=[CH:19][C:15]2[N:16]=[C:17]([CH3:18])[C:12]3[N:13]([C:9]([C:4]4[S:26][CH:7]=[CH:2][CH:3]=4)=[N:10][C:11]=3[CH3:25])[C:14]=2[N:22]=1. (5) The product is: [C:12]1(=[O:13])[O:14][C:9](=[O:15])[CH:10]=[CH:11]1.[CH2:1]=[CH:2][C:3]1[CH:8]=[CH:7][CH:6]=[CH:5][CH:4]=1. Given the reactants [CH2:1]=[CH:2][C:3]1[CH:8]=[CH:7][CH:6]=[CH:5][CH:4]=1.[C:9]1(=[O:15])[O:14][C:12](=[O:13])[CH:11]=[CH:10]1, predict the reaction product. (6) Given the reactants [NH:1]([C:3]1[CH:8]=[CH:7][C:6]([S:9]([OH:12])(=[O:11])=[O:10])=[CH:5][CH:4]=1)N.[CH3:13][CH:14]([C:23](=O)[CH3:24])[CH2:15][CH2:16][CH2:17][CH2:18][S:19]([OH:22])(=[O:21])=[O:20], predict the reaction product. The product is: [CH3:24][C:23]1[C:14]([CH3:13])([CH2:15][CH2:16][CH2:17][CH2:18][S:19]([OH:22])(=[O:21])=[O:20])[C:8]2[C:3](=[CH:4][CH:5]=[C:6]([S:9]([OH:12])(=[O:11])=[O:10])[CH:7]=2)[N:1]=1.